This data is from Forward reaction prediction with 1.9M reactions from USPTO patents (1976-2016). The task is: Predict the product of the given reaction. (1) Given the reactants [F:1][C:2]([F:23])([CH:6]([NH:13][CH2:14][C:15]1[CH:20]=[CH:19][C:18]([O:21][CH3:22])=[CH:17][CH:16]=1)[C:7]1[CH:12]=[CH:11][CH:10]=[CH:9][CH:8]=1)[C:3]([NH2:5])=O, predict the reaction product. The product is: [F:1][C:2]([F:23])([CH2:3][NH2:5])[CH:6]([C:7]1[CH:12]=[CH:11][CH:10]=[CH:9][CH:8]=1)[NH:13][CH2:14][C:15]1[CH:16]=[CH:17][C:18]([O:21][CH3:22])=[CH:19][CH:20]=1. (2) The product is: [CH2:30]([O:51][C:48]([N:18]1[CH2:19][CH2:21][N:38]([C:6](=[O:8])[C@@H:2]([NH:1][C:9]([O:11][C:12]([CH3:15])([CH3:14])[CH3:13])=[O:10])[CH:3]([CH3:4])[CH3:5])[CH2:24][CH2:22]1)=[O:49])[CH2:25][CH2:26][CH3:27]. Given the reactants [NH:1]([C:9]([O:11][C:12]([CH3:15])([CH3:14])[CH3:13])=[O:10])[C@H:2]([C:6]([OH:8])=O)[CH:3]([CH3:5])[CH3:4].CC[N:18]([CH:22]([CH3:24])C)[CH:19]([CH3:21])C.[CH:25]1[CH:30]=C2N=NN(O)C2=[CH:27][CH:26]=1.O.CC[N:38]=C=NCCCN(C)C.Cl.[C:48]([O-:51])(O)=[O:49].[Na+], predict the reaction product. (3) Given the reactants [O:1]=[C:2]1[C:6]2([CH2:11][CH2:10][N:9]([S:12](Cl)(=[O:14])=[O:13])[CH2:8][CH2:7]2)[CH2:5][CH2:4][N:3]1[C:16]1[CH:21]=[CH:20][C:19]([O:22][C:23]([F:26])([F:25])[F:24])=[CH:18][CH:17]=1.[CH3:27][NH:28][C:29]1[CH:34]=[CH:33][CH:32]=[CH:31][CH:30]=1, predict the reaction product. The product is: [CH3:27][N:28]([C:29]1[CH:34]=[CH:33][CH:32]=[CH:31][CH:30]=1)[S:12]([N:9]1[CH2:10][CH2:11][C:6]2([C:2](=[O:1])[N:3]([C:16]3[CH:21]=[CH:20][C:19]([O:22][C:23]([F:26])([F:25])[F:24])=[CH:18][CH:17]=3)[CH2:4][CH2:5]2)[CH2:7][CH2:8]1)(=[O:14])=[O:13]. (4) Given the reactants [C:1]1([CH2:7][C:8]([C:10]2[CH:14]=[CH:13][N:12]([S:15]([C:18]3[CH:23]=[CH:22][CH:21]=[CH:20][CH:19]=3)(=[O:17])=[O:16])[CH:11]=2)=O)[CH:6]=[CH:5][CH:4]=[CH:3][CH:2]=1.[CH2:24]([O:26][C:27]1[CH:28]=[C:29]([CH:32]=[C:33]([N+:36]([O-:38])=[O:37])[C:34]=1[OH:35])[CH:30]=O)[CH3:25].[NH2:39][C:40]([NH2:42])=[O:41].Cl, predict the reaction product. The product is: [CH2:24]([O:26][C:27]1[CH:28]=[C:29]([CH:30]2[C:7]([C:1]3[CH:6]=[CH:5][CH:4]=[CH:3][CH:2]=3)=[C:8]([C:10]3[CH:14]=[CH:13][N:12]([S:15]([C:18]4[CH:23]=[CH:22][CH:21]=[CH:20][CH:19]=4)(=[O:17])=[O:16])[CH:11]=3)[NH:42][C:40](=[O:41])[NH:39]2)[CH:32]=[C:33]([N+:36]([O-:38])=[O:37])[C:34]=1[OH:35])[CH3:25]. (5) Given the reactants [Cl-].[Li+].[CH:3]([O:6][C:7]([N:9]1[CH:14]([CH2:15][CH3:16])[CH:13](C(OCC)=O)[C:12](=[O:22])[C:11]2[S:23][CH:24]=[CH:25][C:10]1=2)=[O:8])([CH3:5])[CH3:4], predict the reaction product. The product is: [CH:3]([O:6][C:7]([N:9]1[CH:14]([CH2:15][CH3:16])[CH2:13][C:12](=[O:22])[C:11]2[S:23][CH:24]=[CH:25][C:10]1=2)=[O:8])([CH3:4])[CH3:5]. (6) Given the reactants C([C@@H]1NC2C(=CC=CC=2)NC1=O)C1C=CC=CC=1.[NH:19]1[C:23]2[CH:24]=[CH:25][CH:26]=[CH:27][C:22]=2[N:21]=[C:20]1[C@@H:28]([NH:52][C:53](=[O:61])[C:54]1[CH:59]=[CH:58][C:57]([F:60])=[CH:56][CH:55]=1)[CH2:29][CH2:30][CH2:31][CH2:32][NH:33][C:34](=[O:51])[CH2:35][S:36][C:37]1[CH:42]=[CH:41][C:40]([NH:43]C(=O)OC(C)(C)C)=[CH:39][CH:38]=1, predict the reaction product. The product is: [NH2:43][C:40]1[CH:41]=[CH:42][C:37]([S:36][CH2:35][C:34]([NH:33][CH2:32][CH2:31][CH2:30][CH2:29][C@H:28]([NH:52][C:53](=[O:61])[C:54]2[CH:55]=[CH:56][C:57]([F:60])=[CH:58][CH:59]=2)[C:20]2[NH:19][C:23]3[CH:24]=[CH:25][CH:26]=[CH:27][C:22]=3[N:21]=2)=[O:51])=[CH:38][CH:39]=1. (7) Given the reactants [Cl:1][C:2]1[CH:7]=[CH:6][C:5]([CH:8]([CH2:13][NH:14][CH2:15][C:16]([F:19])([F:18])[F:17])[C:9]([O:11]C)=[O:10])=[CH:4][CH:3]=1.O([Si](C)(C)C)[K:21], predict the reaction product. The product is: [Cl:1][C:2]1[CH:3]=[CH:4][C:5]([CH:8]([CH2:13][NH:14][CH2:15][C:16]([F:17])([F:18])[F:19])[C:9]([O-:11])=[O:10])=[CH:6][CH:7]=1.[K+:21].